From a dataset of Reaction yield outcomes from USPTO patents with 853,638 reactions. Predict the reaction yield, written as a fraction of the theoretical maximum amount of product (1.0 means a 100% yield; for example, 0.34 means a 34% yield). (1) The yield is 0.960. The catalyst is C(Cl)(Cl)Cl. The reactants are [Br:1][C:2]1[CH:3]=[CH:4][C:5]([NH:8][NH2:9])=[N:6][CH:7]=1.[CH:10]1([C:13](Cl)=O)[CH2:12][CH2:11]1. The product is [Br:1][C:2]1[CH:3]=[CH:4][C:5]2[N:6]([C:13]([CH:10]3[CH2:12][CH2:11]3)=[N:9][N:8]=2)[CH:7]=1. (2) The reactants are [C@@H:1]12[CH2:7][NH:6][C@@H:5]1[CH2:4][N:3]([C:8]([O:10][CH2:11][C:12]1[CH:17]=[CH:16][CH:15]=[CH:14][CH:13]=1)=[O:9])[CH2:2]2.Br[C:19]1[CH:20]=[C:21]([CH3:26])[C:22]([Cl:25])=[N:23][CH:24]=1. No catalyst specified. The product is [Cl:25][C:22]1[N:23]=[CH:24][C:19]([N:6]2[CH2:7][C@@H:1]3[C@H:5]2[CH2:4][N:3]([C:8]([O:10][CH2:11][C:12]2[CH:17]=[CH:16][CH:15]=[CH:14][CH:13]=2)=[O:9])[CH2:2]3)=[CH:20][C:21]=1[CH3:26]. The yield is 0.110. (3) The reactants are [N:1]([CH2:4][CH:5]1[O:10][C:9]2[C:11](Br)=[CH:12][CH:13]=[CH:14][C:8]=2[NH:7][CH2:6]1)=[N+:2]=[N-:3].[Cl:16][C:17]1[CH:22]=[C:21]([Cl:23])[CH:20]=[CH:19][C:18]=1B(O)O. No catalyst specified. The product is [N:1]([CH2:4][CH:5]1[O:10][C:9]2[C:11]([C:20]3[CH:19]=[CH:18][C:17]([Cl:16])=[CH:22][C:21]=3[Cl:23])=[CH:12][CH:13]=[CH:14][C:8]=2[NH:7][CH2:6]1)=[N+:2]=[N-:3]. The yield is 0.650. (4) The yield is 0.168. The product is [Na:1].[O:47]1[C:51]2([CH2:56][CH2:55][CH2:54][CH2:53][CH2:52]2)[O:50][CH2:49][C@@H:48]1[CH2:15][O:16][C:17]1[CH:22]=[CH:21][N:20]=[C:19]([CH2:23][S:24]([C:26]2[NH:27][C:28]3[CH:34]=[CH:33][CH:32]=[CH:31][C:29]=3[N:30]=2)=[O:25])[C:18]=1[CH3:35]. The reactants are [Na:1].C(C1(C[CH2:15][O:16][C:17]2[CH:22]=[CH:21][N:20]=[C:19]([CH2:23][S:24]([C:26]3[NH:30][C:29]4[CH:31]=[CH:32][CH:33]=[CH:34][C:28]=4[N:27]=3)=[O:25])[C:18]=2[CH3:35])OCC2(OCCO2)CO1)C.ClC1C=CC=C(C(OO)=O)C=1.[O:47]1[C:51]2([CH2:56][CH2:55][CH2:54][CH2:53][CH2:52]2)[O:50][CH2:49][CH:48]1CO. No catalyst specified. (5) The reactants are [CH3:1][C:2]1[C:10]2[C:5](=[CH:6][CH:7]=[CH:8][CH:9]=2)[CH2:4][C:3]=1[C:11]([OH:13])=O.[NH2:14][C@@H:15]1[C@H:19]2[O:20][CH2:21][C@H:22]([NH:23][C:24]([CH:26]3[CH2:28][CH2:27]3)=[O:25])[C@H:18]2[O:17][CH2:16]1. No catalyst specified. The product is [CH:26]1([C:24]([NH:23][C@@H:22]2[C@H:18]3[O:17][CH2:16][C@H:15]([NH:14][C:11]([C:3]4[CH2:4][C:5]5[C:10]([C:2]=4[CH3:1])=[CH:9][CH:8]=[CH:7][CH:6]=5)=[O:13])[C@H:19]3[O:20][CH2:21]2)=[O:25])[CH2:27][CH2:28]1. The yield is 0.515. (6) The reactants are [CH:1]([N:4]1[C:8]([C:9]2[CH:14]=[CH:13][N:12]=[C:11]([NH:15][C:16]3[CH:21]=[CH:20][C:19]([S:22][CH2:23][CH2:24][CH2:25]O)=[CH:18][CH:17]=3)[N:10]=2)=[CH:7][N:6]=[C:5]1[CH3:27])([CH3:3])[CH3:2].C(#N)C.[CH2:31]([N:33](CC)[CH2:34][CH3:35])[CH3:32].CS(Cl)(=O)=[O:40]. The catalyst is C(Cl)Cl. The product is [CH:1]([N:4]1[C:8]([C:9]2[CH:14]=[CH:13][N:12]=[C:11]([NH:15][C:16]3[CH:17]=[CH:18][C:19]([S:22][CH2:23][CH2:24][CH2:25][N:33]4[CH2:34][CH2:35][O:40][CH2:32][CH2:31]4)=[CH:20][CH:21]=3)[N:10]=2)=[CH:7][N:6]=[C:5]1[CH3:27])([CH3:2])[CH3:3]. The yield is 0.880. (7) The reactants are [C:1]([C:4]([N:6]([C:35]1[CH:40]=[CH:39][CH:38]=[CH:37][C:36]=1[C:41]([OH:43])=[O:42])[C:7]1[CH:29]=[CH:28][C:10]([CH2:11][C@@H:12]([C:14]([N:16]([C:22]([NH:24][CH:25]([CH3:27])[CH3:26])=[O:23])[CH2:17][CH2:18][CH2:19][CH2:20][CH3:21])=[O:15])[NH2:13])=[CH:9][C:8]=1/[CH:30]=[CH:31]/[C:32]([NH2:34])=[O:33])=[O:5])([OH:3])=[O:2]. The catalyst is CO.C(OCC)(=O)C.[Pd]. The product is [C:1]([C:4]([N:6]([C:35]1[CH:40]=[CH:39][CH:38]=[CH:37][C:36]=1[C:41]([OH:43])=[O:42])[C:7]1[CH:29]=[CH:28][C:10]([CH2:11][C@@H:12]([C:14]([N:16]([C:22]([NH:24][CH:25]([CH3:26])[CH3:27])=[O:23])[CH2:17][CH2:18][CH2:19][CH2:20][CH3:21])=[O:15])[NH2:13])=[CH:9][C:8]=1[CH2:30][CH2:31][C:32]([NH2:34])=[O:33])=[O:5])([OH:3])=[O:2]. The yield is 0.800. (8) The reactants are [CH:1]([C:4]1[CH:12]=[CH:11][C:10]2[NH:9][C:8]3[CH2:13][CH2:14][N:15]([CH3:17])[CH2:16][C:7]=3[C:6]=2[CH:5]=1)([CH3:3])[CH3:2].[OH-].[K+].[CH3:20][C:21]1[N:26]=[CH:25][C:24]([CH:27]=[CH2:28])=[CH:23][N:22]=1. The catalyst is CN1CCCC1=O.O. The product is [CH:1]([C:4]1[CH:12]=[CH:11][C:10]2[N:9]([CH2:28][CH2:27][C:24]3[CH:23]=[N:22][C:21]([CH3:20])=[N:26][CH:25]=3)[C:8]3[CH2:13][CH2:14][N:15]([CH3:17])[CH2:16][C:7]=3[C:6]=2[CH:5]=1)([CH3:3])[CH3:2]. The yield is 0.240. (9) The reactants are [NH:1]1[CH2:6][CH2:5][CH:4]([C:7]2[CH:8]=[CH:9][C:10]3[O:19][CH2:18][CH2:17][C:16]4[N:12]([N:13]=[C:14]([C:20]5[N:21]([CH2:25][C:26]([F:29])([F:28])[F:27])[N:22]=[CH:23][N:24]=5)[CH:15]=4)[C:11]=3[CH:30]=2)[CH2:3][CH2:2]1.C(=O)([O-])[O-].[K+].[K+].Br[CH2:38][CH2:39][O:40]C1CCCCO1.Cl. The catalyst is CN(C=O)C.CO. The product is [F:28][C:26]([F:29])([F:27])[CH2:25][N:21]1[C:20]([C:14]2[CH:15]=[C:16]3[N:12]([C:11]4[CH:30]=[C:7]([CH:4]5[CH2:3][CH2:2][N:1]([CH2:38][CH2:39][OH:40])[CH2:6][CH2:5]5)[CH:8]=[CH:9][C:10]=4[O:19][CH2:18][CH2:17]3)[N:13]=2)=[N:24][CH:23]=[N:22]1. The yield is 0.540.